Dataset: Forward reaction prediction with 1.9M reactions from USPTO patents (1976-2016). Task: Predict the product of the given reaction. Given the reactants C(=O)([O-])[O-].[K+].[K+].O.Cl.[Br:9][C:10]1[CH:19]=[C:18]2[C:13]([C:14]([NH:27][CH2:28][C:29]([OH:32])([CH3:31])[CH3:30])=[C:15]([NH:20][C:21](=O)[CH2:22][O:23][CH2:24][CH3:25])[CH:16]=[N:17]2)=[N:12][CH:11]=1, predict the reaction product. The product is: [Br:9][C:10]1[CH:11]=[N:12][C:13]2[C:14]3[N:27]([CH2:28][C:29]([CH3:31])([OH:32])[CH3:30])[C:21]([CH2:22][O:23][CH2:24][CH3:25])=[N:20][C:15]=3[CH:16]=[N:17][C:18]=2[CH:19]=1.